Dataset: Reaction yield outcomes from USPTO patents with 853,638 reactions. Task: Predict the reaction yield, written as a fraction of the theoretical maximum amount of product (1.0 means a 100% yield; for example, 0.34 means a 34% yield). (1) The reactants are [CH2:1]1[N:6]([CH:7]([C:10]2[CH:11]=[N:12][CH:13]=[N:14][CH:15]=2)[C:8]#[N:9])[CH2:5][CH2:4][N:3]2[CH2:16][CH2:17][CH2:18][C@H:2]12.[OH:19]S(O)(=O)=O.[NH4+].[OH-]. The catalyst is CCCCCC. The product is [CH2:1]1[N:6]([CH:7]([C:10]2[CH:15]=[N:14][CH:13]=[N:12][CH:11]=2)[C:8]([NH2:9])=[O:19])[CH2:5][CH2:4][N:3]2[CH2:16][CH2:17][CH2:18][C@H:2]12. The yield is 0.440. (2) The reactants are [CH3:1][O:2][C:3]1[CH:8]=[CH:7][C:6]([F:9])=[CH:5][C:4]=1[CH:10]([OH:15])[CH2:11][CH2:12][CH:13]=[CH2:14].[Br:16]N1C(=O)CCC1=O. The catalyst is C(Cl)Cl. The product is [Br:16][CH2:14][CH:13]1[CH2:12][CH2:11][CH:10]([C:4]2[CH:5]=[C:6]([F:9])[CH:7]=[CH:8][C:3]=2[O:2][CH3:1])[O:15]1. The yield is 0.440. (3) The reactants are Br[C:2]1[CH:3]=[C:4]2[C:8](=[C:9]([C:11]([NH2:13])=[O:12])[CH:10]=1)[NH:7][CH:6]=[C:5]2[CH:14]1[CH2:19][CH2:18][S:17](=[O:21])(=[O:20])[C:16]([CH3:23])([CH3:22])[CH2:15]1.O1[CH2:29][CH2:28]OCC1.C([O-])([O-])=O.[K+].[K+]. The catalyst is C1C=CC(P(C2C=CC=CC=2)[C-]2C=CC=C2)=CC=1.C1C=CC(P(C2C=CC=CC=2)[C-]2C=CC=C2)=CC=1.Cl[Pd]Cl.[Fe+2].O. The product is [CH3:22][C:16]1([CH3:23])[CH2:15][CH:14]([C:5]2[C:4]3[C:8](=[C:9]([C:11]([NH2:13])=[O:12])[CH:10]=[C:2]([C:29]4[CH:28]=[CH:9][CH:10]=[CH:2][CH:3]=4)[CH:3]=3)[NH:7][CH:6]=2)[CH2:19][CH2:18][S:17]1(=[O:21])=[O:20]. The yield is 0.180. (4) The reactants are [F:1][C:2]1[CH:7]=[CH:6][C:5]([C:8]2[O:9][C:10]3[CH:20]=[CH:19][C:18]([C:21]4[CH:22]=[C:23]([CH:27]=[CH:28][CH:29]=4)[C:24](O)=[O:25])=[CH:17][C:11]=3[C:12]=2[C:13](=[O:16])[NH:14][CH3:15])=[CH:4][CH:3]=1.CCN=C=NCCCN(C)C.Cl.[CH3:42][S:43]([NH2:46])(=[O:45])=[O:44]. The catalyst is CN(C1C=CN=CC=1)C.CN(C=O)C. The product is [F:1][C:2]1[CH:7]=[CH:6][C:5]([C:8]2[O:9][C:10]3[CH:20]=[CH:19][C:18]([C:21]4[CH:29]=[CH:28][CH:27]=[C:23]([C:24](=[O:25])[NH:46][S:43]([CH3:42])(=[O:45])=[O:44])[CH:22]=4)=[CH:17][C:11]=3[C:12]=2[C:13]([NH:14][CH3:15])=[O:16])=[CH:4][CH:3]=1. The yield is 0.720. (5) The reactants are [CH2:1]([NH2:3])[CH3:2].C(N(CC)CC)C.[F:11][C:12]1[CH:20]=[CH:19][C:15]([C:16](Cl)=[O:17])=[CH:14][CH:13]=1. The catalyst is C(Cl)Cl.O. The product is [CH2:1]([NH:3][C:16](=[O:17])[C:15]1[CH:19]=[CH:20][C:12]([F:11])=[CH:13][CH:14]=1)[CH3:2]. The yield is 1.00. (6) The reactants are [C:1](Cl)(=[O:4])[CH:2]=[CH2:3].[OH:6][CH2:7][CH2:8][CH2:9][CH2:10][CH2:11][CH2:12][O:13][C:14]1[CH:19]=[CH:18][C:17]([CH2:20][CH2:21][C:22]2[CH:27]=[CH:26][C:25]([OH:28])=[CH:24][CH:23]=2)=[CH:16][CH:15]=1.CN(C)C1C=CC=CC=1.C(OCC)C. The catalyst is O1CCCC1. The product is [C:1]([O:6][CH2:7][CH2:8][CH2:9][CH2:10][CH2:11][CH2:12][O:13][C:14]1[CH:19]=[CH:18][C:17]([CH2:20][CH2:21][C:22]2[CH:23]=[CH:24][C:25]([OH:28])=[CH:26][CH:27]=2)=[CH:16][CH:15]=1)(=[O:4])[CH:2]=[CH2:3]. The yield is 0.640. (7) The reactants are N1CCCCC1.[CH2:7]([O:13][C:14]1[CH:15]=[C:16]([CH:19]=[CH:20][C:21]=1[O:22][CH3:23])[CH:17]=O)[CH2:8][CH2:9][CH2:10][C:11]#[CH:12].C([CH2:27][C:28]([NH:30][C:31]1[CH:39]=[CH:38][CH:37]=[CH:36][C:32]=1[C:33]([OH:35])=[O:34])=[O:29])(O)=O.Cl. The catalyst is C1(C)C=CC=CC=1. The product is [CH2:7]([O:13][C:14]1[CH:15]=[C:16](/[CH:17]=[CH:27]/[C:28]([NH:30][C:31]2[CH:39]=[CH:38][CH:37]=[CH:36][C:32]=2[C:33]([OH:35])=[O:34])=[O:29])[CH:19]=[CH:20][C:21]=1[O:22][CH3:23])[CH2:8][CH2:9][CH2:10][C:11]#[CH:12]. The yield is 0.700.